This data is from Forward reaction prediction with 1.9M reactions from USPTO patents (1976-2016). The task is: Predict the product of the given reaction. Given the reactants [OH:1][C:2]1[CH:3]=[CH:4][C:5]2[CH2:11][C:10]([CH3:13])([CH3:12])[NH:9][C:8](=[O:14])[NH:7][C:6]=2[CH:15]=1.[OH-].[Na+].Br[CH2:19][CH2:20][CH2:21][CH2:22][Cl:23].O, predict the reaction product. The product is: [Cl:23][CH2:22][CH2:21][CH2:20][CH2:19][O:1][C:2]1[CH:3]=[CH:4][C:5]2[CH2:11][C:10]([CH3:13])([CH3:12])[NH:9][C:8](=[O:14])[NH:7][C:6]=2[CH:15]=1.